Dataset: Forward reaction prediction with 1.9M reactions from USPTO patents (1976-2016). Task: Predict the product of the given reaction. (1) Given the reactants [Si]([O:8][CH2:9][CH2:10][NH:11][CH2:12][C:13]1[NH:14][C:15](=[O:23])[C:16]2[CH2:22][O:21][CH2:20][CH2:19][C:17]=2[N:18]=1)(C(C)(C)C)(C)C.[C:24]1([CH2:30][CH2:31][C:32](Cl)=[O:33])[CH:29]=[CH:28][CH:27]=[CH:26][CH:25]=1.C(N(CC)CC)C.CCCC[N+](CCCC)(CCCC)CCCC.[F-], predict the reaction product. The product is: [OH:8][CH2:9][CH2:10][N:11]([CH2:12][C:13]1[NH:14][C:15](=[O:23])[C:16]2[CH2:22][O:21][CH2:20][CH2:19][C:17]=2[N:18]=1)[C:32](=[O:33])[CH2:31][CH2:30][C:24]1[CH:29]=[CH:28][CH:27]=[CH:26][CH:25]=1. (2) The product is: [CH3:40][N:38]1[CH:39]=[C:35]([C:32]2[CH:31]=[N:30][C:29]([NH2:7])=[N:34][CH:33]=2)[CH:36]=[N:37]1. Given the reactants FC(F)(F)C1C=C(C=C(C(F)(F)F)C=1)C[N:7]([C:29]1[N:34]=[CH:33][C:32]([C:35]2[CH:36]=[N:37][N:38]([CH3:40])[CH:39]=2)=[CH:31][N:30]=1)[C@@H]1CN(C2C(CO)=CN=C(N3CCCCC3)N=2)[C@H](CC)C1.CI.[H-].[Na+].[NH4+].[Cl-], predict the reaction product. (3) Given the reactants [CH:1]([C:4]1[CH:9]=[CH:8][CH:7]=[CH:6][C:5]=1[NH:10][C:11]([NH:13]/[N:14]=[CH:15]/[C:16]1[CH:21]=[CH:20][C:19]([C:22]2[N:26]=[CH:25][N:24]([C:27]3[CH:32]=[CH:31][C:30]([O:33][C:34]([F:37])([F:36])[F:35])=[CH:29][CH:28]=3)[N:23]=2)=[CH:18][CH:17]=1)=[S:12])([CH3:3])[CH3:2].C(=O)([O-])[O-].[K+].[K+].Br[CH2:45][CH:46](Br)[CH3:47], predict the reaction product. The product is: [CH:1]([C:4]1[CH:9]=[CH:8][CH:7]=[CH:6][C:5]=1[N:10]1[CH:46]([CH3:47])[CH2:45][S:12]/[C:11]/1=[N:13]/[N:14]=[CH:15]\[C:16]1[CH:17]=[CH:18][C:19]([C:22]2[N:26]=[CH:25][N:24]([C:27]3[CH:28]=[CH:29][C:30]([O:33][C:34]([F:37])([F:35])[F:36])=[CH:31][CH:32]=3)[N:23]=2)=[CH:20][CH:21]=1)([CH3:3])[CH3:2]. (4) The product is: [CH3:14][CH:12]1[CH2:11][CH:10]([CH3:15])[CH2:9][N:8]([CH2:7][CH2:6][O:5][C:4]2[CH:16]=[CH:17][C:18]([NH2:20])=[CH:19][C:3]=2[O:2][CH3:1])[CH2:13]1. Given the reactants [CH3:1][O:2][C:3]1[CH:19]=[C:18]([N+:20]([O-])=O)[CH:17]=[CH:16][C:4]=1[O:5][CH2:6][CH2:7][N:8]1[CH2:13][CH:12]([CH3:14])[CH2:11][CH:10]([CH3:15])[CH2:9]1, predict the reaction product. (5) The product is: [Cl:12][CH2:11][C:10](=[O:13])[CH2:9][O:8][CH2:1][C:2]1[CH:7]=[CH:6][CH:5]=[CH:4][CH:3]=1. Given the reactants [CH2:1]([O:8][CH2:9][CH:10]([OH:13])[CH2:11][Cl:12])[C:2]1[CH:7]=[CH:6][CH:5]=[CH:4][CH:3]=1.[Br-].[Na+].C(=O)([O-])O.[Na+].Cl[O-].[Na+].S([O-])([O-])(=O)=S.[Na+].[Na+], predict the reaction product.